Dataset: Full USPTO retrosynthesis dataset with 1.9M reactions from patents (1976-2016). Task: Predict the reactants needed to synthesize the given product. Given the product [N:25]([SiH:2]1[N:6]([C:7]([CH3:14])([CH3:13])[CH2:8][C:9]([CH3:12])([CH3:11])[CH3:10])[CH:5]=[CH:4][N:3]1[C:15]([CH3:22])([CH3:21])[CH2:16][C:17]([CH3:20])([CH3:19])[CH3:18])=[C:24]=[O:23], predict the reactants needed to synthesize it. The reactants are: Cl[SiH:2]1[N:6]([C:7]([CH3:14])([CH3:13])[CH2:8][C:9]([CH3:12])([CH3:11])[CH3:10])[CH:5]=[CH:4][N:3]1[C:15]([CH3:22])([CH3:21])[CH2:16][C:17]([CH3:20])([CH3:19])[CH3:18].[O-:23][C:24]#[N:25].[Na+].